This data is from NCI-60 drug combinations with 297,098 pairs across 59 cell lines. The task is: Regression. Given two drug SMILES strings and cell line genomic features, predict the synergy score measuring deviation from expected non-interaction effect. (1) Drug 2: C1=NC(=NC(=O)N1C2C(C(C(O2)CO)O)O)N. Synergy scores: CSS=67.5, Synergy_ZIP=1.60, Synergy_Bliss=-1.66, Synergy_Loewe=-10.9, Synergy_HSA=-9.96. Cell line: HL-60(TB). Drug 1: CC1CCC2CC(C(=CC=CC=CC(CC(C(=O)C(C(C(=CC(C(=O)CC(OC(=O)C3CCCCN3C(=O)C(=O)C1(O2)O)C(C)CC4CCC(C(C4)OC)O)C)C)O)OC)C)C)C)OC. (2) Drug 1: CC1=C2C(C(=O)C3(C(CC4C(C3C(C(C2(C)C)(CC1OC(=O)C(C(C5=CC=CC=C5)NC(=O)OC(C)(C)C)O)O)OC(=O)C6=CC=CC=C6)(CO4)OC(=O)C)OC)C)OC. Drug 2: C1CCC(C1)C(CC#N)N2C=C(C=N2)C3=C4C=CNC4=NC=N3. Cell line: HCC-2998. Synergy scores: CSS=54.6, Synergy_ZIP=9.29, Synergy_Bliss=6.11, Synergy_Loewe=-33.5, Synergy_HSA=3.83.